Predict the reaction yield, written as a fraction of the theoretical maximum amount of product (1.0 means a 100% yield; for example, 0.34 means a 34% yield). From a dataset of Reaction yield outcomes from USPTO patents with 853,638 reactions. The reactants are [N:1]1([S:7]([C:10]2[CH:15]=[CH:14][C:13]([NH2:16])=[CH:12][CH:11]=2)(=[O:9])=[O:8])[CH2:6][CH2:5][O:4][CH2:3][CH2:2]1.[Br:17][C:18]1[CH:19]=[C:20]([CH:23]=[CH:24][CH:25]=1)[CH:21]=O.[CH2:26]=[C:27]([CH3:29])[CH3:28].FC(F)(F)S([O-])(=O)=O.[Yb+3].FC(F)(F)S([O-])(=O)=O.FC(F)(F)S([O-])(=O)=O. The catalyst is C(#N)C.C(OCC)(=O)C. The product is [Br:17][C:18]1[CH:19]=[C:20]([CH:21]2[CH2:26][C:27]([CH3:29])([CH3:28])[C:12]3[C:13](=[CH:14][CH:15]=[C:10]([S:7]([N:1]4[CH2:2][CH2:3][O:4][CH2:5][CH2:6]4)(=[O:9])=[O:8])[CH:11]=3)[NH:16]2)[CH:23]=[CH:24][CH:25]=1. The yield is 0.474.